Task: Predict which catalyst facilitates the given reaction.. Dataset: Catalyst prediction with 721,799 reactions and 888 catalyst types from USPTO (1) Reactant: [CH3:1][O:2][C:3]1[CH:4]=[C:5]2[C:10](=[CH:11][C:12]=1[O:13][CH3:14])[N:9]=[CH:8][CH:7]=[C:6]2[O:15][C:16]1[CH:22]=[CH:21][C:19]([NH2:20])=[C:18]([CH3:23])[C:17]=1[CH3:24].Cl[C:26](Cl)([O:28][C:29](=[O:35])OC(Cl)(Cl)Cl)Cl.[CH3:37][C:38]1[CH:39]=[C:40](CO)[CH:41]=[CH:42][CH:43]=1.C(=O)(O)[O-].[Na+]. Product: [CH3:1][O:2][C:3]1[CH:4]=[C:5]2[C:10](=[CH:11][C:12]=1[O:13][CH3:14])[N:9]=[CH:8][CH:7]=[C:6]2[O:15][C:16]1[CH:22]=[CH:21][C:19]([NH:20][C:29](=[O:35])[O:28][CH2:26][C:42]2[CH:41]=[CH:40][CH:39]=[C:38]([CH3:37])[CH:43]=2)=[C:18]([CH3:23])[C:17]=1[CH3:24]. The catalyst class is: 208. (2) Reactant: FC(F)(F)C(O)=O.[Cl:8][C:9]1[C:10]([F:37])=[C:11]([CH:15]2[C:19]([C:22]3[CH:27]=[CH:26][C:25]([Cl:28])=[CH:24][CH:23]=3)([C:20]#[N:21])[CH:18]([CH2:29][C:30]([CH3:33])([CH3:32])[CH3:31])[NH:17][CH:16]2[C:34]([OH:36])=O)[CH:12]=[CH:13][CH:14]=1.[NH2:38][CH2:39][CH2:40][N:41]1[CH2:46][C@H:45]([CH3:47])[O:44][C@H:43]([CH3:48])[CH2:42]1.CN(C(ON1N=NC2C=CC=NC1=2)=[N+](C)C)C.F[P-](F)(F)(F)(F)F.CCN(C(C)C)C(C)C. Product: [CH3:47][C@H:45]1[O:44][C@@H:43]([CH3:48])[CH2:42][N:41]([CH2:40][CH2:39][NH:38][C:34]([CH:16]2[CH:15]([C:11]3[CH:12]=[CH:13][CH:14]=[C:9]([Cl:8])[C:10]=3[F:37])[C:19]([C:22]3[CH:23]=[CH:24][C:25]([Cl:28])=[CH:26][CH:27]=3)([C:20]#[N:21])[CH:18]([CH2:29][C:30]([CH3:31])([CH3:32])[CH3:33])[NH:17]2)=[O:36])[CH2:46]1. The catalyst class is: 2. (3) Reactant: Br[CH2:2][CH2:3][O:4][C:5]1[CH:10]=[CH:9][CH:8]=[CH:7][CH:6]=1.[NH:11]1[C:20]2[CH:19]=[CH:18][CH:17]=[C:16]([C:21]([O:23][CH2:24][CH3:25])=[O:22])[C:15]=2[CH2:14][CH2:13][CH2:12]1.C(N(C(C)C)CC)(C)C.[I-].[K+]. Product: [O:4]([CH2:3][CH2:2][N:11]1[C:20]2[CH:19]=[CH:18][CH:17]=[C:16]([C:21]([O:23][CH2:24][CH3:25])=[O:22])[C:15]=2[CH2:14][CH2:13][CH2:12]1)[C:5]1[CH:10]=[CH:9][CH:8]=[CH:7][CH:6]=1. The catalyst class is: 3. (4) Reactant: [C:1]1([CH2:7][O:8][C:9]2[CH:14]=[CH:13][C:12]([C:15]3[CH:20]=[CH:19][CH:18]=[C:17]([CH:21]=O)[CH:16]=3)=[CH:11][CH:10]=2)[CH:6]=[CH:5][CH:4]=[CH:3][CH:2]=1.[BH4-].[Na+].CCOC(C)=O.O=S(Cl)[Cl:33]. Product: [C:1]1([CH2:7][O:8][C:9]2[CH:14]=[CH:13][C:12]([C:15]3[CH:20]=[CH:19][CH:18]=[C:17]([CH2:21][Cl:33])[CH:16]=3)=[CH:11][CH:10]=2)[CH:6]=[CH:5][CH:4]=[CH:3][CH:2]=1. The catalyst class is: 859. (5) Reactant: [F-].[K+].[Cl:3][C:4]1[CH:5]=[C:6](I)[N:7]=[N:8][CH:9]=1.CN(C=O)C.[F:16][C:17]([Si](C)(C)C)([F:19])[F:18]. Product: [Cl:3][C:4]1[CH:5]=[C:6]([C:17]([F:19])([F:18])[F:16])[N:7]=[N:8][CH:9]=1. The catalyst class is: 60.